This data is from Reaction yield outcomes from USPTO patents with 853,638 reactions. The task is: Predict the reaction yield, written as a fraction of the theoretical maximum amount of product (1.0 means a 100% yield; for example, 0.34 means a 34% yield). (1) The product is [CH2:1]([N:8]1[CH2:13][CH:12]2[CH2:14][CH2:15][CH:9]1[C:10](=[O:16])[CH2:11]2)[C:2]1[CH:3]=[CH:4][CH:5]=[CH:6][CH:7]=1. The reactants are [CH2:1]([N:8]1[CH2:13][CH:12]2[CH2:14][CH2:15][CH:9]1[C@@H:10]([OH:16])[CH2:11]2)[C:2]1[CH:7]=[CH:6][CH:5]=[CH:4][CH:3]=1.C[N+]1([O-])CCOCC1. The catalyst is C(#N)C.[Ru]([O-])(=O)(=O)=O.C([N+](CCC)(CCC)CCC)CC. The yield is 0.810. (2) The reactants are C(NC(C)C)(C)C.C([Li])CCC.[F:13][C:14]1[CH:23]=[C:22]2[C:17]([CH:18]=[CH:19][C:20]([CH3:24])=[N:21]2)=[CH:16][CH:15]=1.[C:25](O[C:25]([O:27][C:28]([CH3:31])([CH3:30])[CH3:29])=[O:26])([O:27][C:28]([CH3:31])([CH3:30])[CH3:29])=[O:26]. The catalyst is C1COCC1.CC(=O)OCC.O. The product is [F:13][C:14]1[CH:23]=[C:22]2[C:17]([CH:18]=[CH:19][C:20]([CH2:24][C:25]([O:27][C:28]([CH3:31])([CH3:30])[CH3:29])=[O:26])=[N:21]2)=[CH:16][CH:15]=1. The yield is 0.487. (3) The reactants are [N:1]1([C:6]2[CH:11]=[CH:10][C:9](/[CH:12]=[CH:13]/[C:14]([C:16]3[CH:21]=[C:20]([Cl:22])[CH:19]=[C:18]([Cl:23])[CH:17]=3)=[O:15])=[CH:8][CH:7]=2)[CH:5]=[N:4][CH:3]=[N:2]1.[F:24][C:25]([Si](C)(C)C)([F:27])[F:26].[F-].C([N+](CCCC)(CCCC)CCCC)CCC.Cl. The catalyst is C1COCC1. The product is [N:1]1([C:6]2[CH:11]=[CH:10][C:9](/[CH:12]=[CH:13]/[C:14]([C:16]3[CH:17]=[C:18]([Cl:23])[CH:19]=[C:20]([Cl:22])[CH:21]=3)([OH:15])[C:25]([F:27])([F:26])[F:24])=[CH:8][CH:7]=2)[CH:5]=[N:4][CH:3]=[N:2]1. The yield is 0.250. (4) The reactants are [Cl-].[CH:2]1([CH:5]([N:8]([CH3:23])[C:9]([C:11]2[N:12]=[C:13]([CH3:22])[S:14][C:15]=2[C:16]2[CH:21]=[CH:20][CH:19]=[CH:18][CH:17]=2)=[O:10])[CH2:6][NH3+:7])[CH2:4][CH2:3]1.[O:24]1[C:28]2=[CH:29][CH:30]=[CH:31][C:32]([C:33](O)=[O:34])=[C:27]2[CH:26]=[CH:25]1.CCN(C(C)C)C(C)C.CN(C(ON1N=NC2C=CC=NC1=2)=[N+](C)C)C.F[P-](F)(F)(F)(F)F. The catalyst is CN(C=O)C. The product is [O:24]1[C:28]2=[CH:29][CH:30]=[CH:31][C:32]([C:33]([NH:7][CH2:6][CH:5]([N:8]([CH3:23])[C:9]([C:11]3[N:12]=[C:13]([CH3:22])[S:14][C:15]=3[C:16]3[CH:21]=[CH:20][CH:19]=[CH:18][CH:17]=3)=[O:10])[CH:2]3[CH2:4][CH2:3]3)=[O:34])=[C:27]2[CH:26]=[CH:25]1. The yield is 0.220. (5) The product is [CH2:1]([C:5]1[N:6]=[C:7]([CH3:27])[N:8]([C:35]2[CH:36]=[CH:37][C:32]([O:31][CH:28]([CH3:30])[CH3:29])=[CH:33][CH:34]=2)[C:9](=[O:26])[C:10]=1[CH2:11][C:12]1[CH:17]=[CH:16][C:15]([C:18]2[CH:23]=[CH:22][CH:21]=[CH:20][C:19]=2[C:24]2[NH:43][C:54](=[O:56])[O:57][N:25]=2)=[CH:14][CH:13]=1)[CH2:2][CH2:3][CH3:4]. The yield is 0.750. The catalyst is O1CCCC1.C([O-])(=O)C.[Cu+2].C([O-])(=O)C. The reactants are [CH2:1]([C:5]1[N:6]=[C:7]([CH3:27])[NH:8][C:9](=[O:26])[C:10]=1[CH2:11][C:12]1[CH:17]=[CH:16][C:15]([C:18]2[C:19]([C:24]#[N:25])=[CH:20][CH:21]=[CH:22][CH:23]=2)=[CH:14][CH:13]=1)[CH2:2][CH2:3][CH3:4].[CH:28]([O:31][C:32]1[CH:37]=[CH:36][C:35](B(O)O)=[CH:34][CH:33]=1)([CH3:30])[CH3:29].C([N:43](CC)CC)C.N1C=CC=CC=1.[C:54]([O:57]CC)(=[O:56])C. (6) The reactants are C([O:8][C:9]([C:11]1[CH:12]=[C:13]([CH:17]2[C:26]([CH3:28])([CH3:27])[CH2:25][C:24]3[C:19](=[CH:20][CH:21]=[C:22]([C:29]([O:31][CH3:32])=[O:30])[CH:23]=3)[NH:18]2)[CH:14]=[CH:15][CH:16]=1)=[O:10])C1C=CC=CC=1.C(OCC)(=O)C. The catalyst is CO.O1CCCC1.[Pd]. The product is [CH3:32][O:31][C:29]([C:22]1[CH:23]=[C:24]2[C:19](=[CH:20][CH:21]=1)[NH:18][CH:17]([C:13]1[CH:12]=[C:11]([CH:16]=[CH:15][CH:14]=1)[C:9]([OH:10])=[O:8])[C:26]([CH3:28])([CH3:27])[CH2:25]2)=[O:30]. The yield is 0.912. (7) The reactants are [Na].O[CH:3]=[C:4]1[CH2:9][CH2:8][CH2:7][O:6][C:5]1=[O:10].[CH2:11]([NH2:18])[C:12]1[CH:17]=[CH:16][CH:15]=[CH:14][CH:13]=1. No catalyst specified. The product is [CH2:11]([NH:18][CH:3]=[C:4]1[CH2:9][CH2:8][CH2:7][O:6][C:5]1=[O:10])[C:12]1[CH:17]=[CH:16][CH:15]=[CH:14][CH:13]=1. The yield is 0.690. (8) The reactants are [F:1][C:2]1[CH:3]=[C:4]2[C:8](=[CH:9][CH:10]=1)[NH:7][N:6]=[C:5]2[C:11]([O:13][CH3:14])=[O:12].[Br:15][C:16]1[CH:17]=[C:18](B(O)O)[CH:19]=[CH:20][CH:21]=1. No catalyst specified. The product is [Br:15][C:16]1[CH:21]=[C:20]([N:7]2[C:8]3[C:4](=[CH:3][C:2]([F:1])=[CH:10][CH:9]=3)[C:5]([C:11]([O:13][CH3:14])=[O:12])=[N:6]2)[CH:19]=[CH:18][CH:17]=1. The yield is 0.140. (9) The yield is 0.810. The reactants are C(C1(O)C[CH2:7][C@@H:6]([C:9]([O:11][CH2:12][C:13]2[CH:18]=[CH:17][CH:16]=[CH:15][CH:14]=2)=[O:10])C1)C=C.I([O-])(=O)(=O)=O.[Na+].[CH:26]([OH:29])([CH3:28])[CH3:27].[C:30]([O:33]CC)(=[O:32])[CH3:31]. The catalyst is O.[Ru](=O)=O. The product is [CH2:12]([O:11][C:9]([CH:6]1[CH2:7][CH2:28][C:26]([CH2:31][C:30]([OH:33])=[O:32])([OH:29])[CH2:27]1)=[O:10])[C:13]1[CH:14]=[CH:15][CH:16]=[CH:17][CH:18]=1. (10) The reactants are [O:1]1[CH2:5][CH2:4][C@@H:3]([OH:6])[CH2:2]1.[C:7](Cl)([Cl:9])=[O:8].C1(C)C=CC=CC=1. The catalyst is C(Cl)Cl. The product is [Cl:9][C:7]([O:6][C@@H:3]1[CH2:4][CH2:5][O:1][CH2:2]1)=[O:8]. The yield is 0.850.